This data is from Full USPTO retrosynthesis dataset with 1.9M reactions from patents (1976-2016). The task is: Predict the reactants needed to synthesize the given product. The reactants are: [C:1]([O:7][CH2:8][CH3:9])(=[O:6])[CH2:2][C:3]([CH3:5])=[O:4]. Given the product [OH:4][C@H:3]([CH3:5])[CH2:2][C:1]([O:7][CH2:8][CH3:9])=[O:6], predict the reactants needed to synthesize it.